Dataset: Full USPTO retrosynthesis dataset with 1.9M reactions from patents (1976-2016). Task: Predict the reactants needed to synthesize the given product. (1) Given the product [CH3:27][Si:26]([C:24]#[C:25][C:2]1[N:6]2[C:7]3[C:12]([N:13]=[C:14]([NH:15][CH2:16][CH2:17][CH2:18][OH:19])[C:5]2=[N:4][CH:3]=1)=[CH:11][C:10]([C:20]([F:23])([F:22])[F:21])=[CH:9][CH:8]=3)([CH3:29])[CH3:28], predict the reactants needed to synthesize it. The reactants are: Br[C:2]1[N:6]2[C:7]3[C:12]([N:13]=[C:14]([NH:15][CH2:16][CH2:17][CH2:18][OH:19])[C:5]2=[N:4][CH:3]=1)=[CH:11][C:10]([C:20]([F:23])([F:22])[F:21])=[CH:9][CH:8]=3.[C:24]([Si:26]([CH3:29])([CH3:28])[CH3:27])#[CH:25].C(Cl)Cl.[Cl-].[NH4+]. (2) Given the product [C:35]([O:34][C:32]([N:30]1[CH2:29][CH2:28][C:25]2([CH2:26][CH2:27]2)[C@@H:24]([O:23][C:21]2[N:22]=[C:17]([C:5]3[C:4]4[C:8](=[CH:9][CH:10]=[C:2]([C:39]([O:42][CH3:44])=[O:41])[CH:3]=4)[N:7]([CH:11]4[CH2:16][CH2:15][CH2:14][CH2:13][O:12]4)[N:6]=3)[CH:18]=[N:19][CH:20]=2)[CH2:31]1)=[O:33])([CH3:38])([CH3:37])[CH3:36], predict the reactants needed to synthesize it. The reactants are: Br[C:2]1[CH:3]=[C:4]2[C:8](=[CH:9][CH:10]=1)[N:7]([CH:11]1[CH2:16][CH2:15][CH2:14][CH2:13][O:12]1)[N:6]=[C:5]2[C:17]1[N:22]=[C:21]([O:23][C@H:24]2[CH2:31][N:30]([C:32]([O:34][C:35]([CH3:38])([CH3:37])[CH3:36])=[O:33])[CH2:29][CH2:28][C:25]32[CH2:27][CH2:26]3)[CH:20]=[N:19][CH:18]=1.[C:39]([O-:42])(=[O:41])C.[K+].[CH3:44]O. (3) The reactants are: [Cl:1][C:2]1[N:7]=[C:6]([C:8]2[CH:9]=[C:10]([CH:21]=[CH:22][CH:23]=2)[CH2:11][NH:12][CH2:13][CH2:14][C:15]2[CH:20]=[CH:19][CH:18]=[CH:17][N:16]=2)[CH:5]=[CH:4][N:3]=1.[CH3:24][S:25](Cl)(=[O:27])=[O:26]. Given the product [Cl:1][C:2]1[N:7]=[C:6]([C:8]2[CH:9]=[C:10]([CH:21]=[CH:22][CH:23]=2)[CH2:11][N:12]([CH2:13][CH2:14][C:15]2[CH:20]=[CH:19][CH:18]=[CH:17][N:16]=2)[S:25]([CH3:24])(=[O:27])=[O:26])[CH:5]=[CH:4][N:3]=1, predict the reactants needed to synthesize it.